Task: Predict the reactants needed to synthesize the given product.. Dataset: Full USPTO retrosynthesis dataset with 1.9M reactions from patents (1976-2016) (1) Given the product [Cl:1][C:2]1[N:3]2[N:4]=[CH:5][CH:6]=[C:7]2[N:8]=[C:9]2[C:10]=1[CH2:12][CH2:13][CH2:14][CH2:15]2, predict the reactants needed to synthesize it. The reactants are: [Cl:1][C:2]1[N:3]2[C:7]([N:8]=[C:9]3[CH2:15][CH2:14][CH2:13][CH2:12]C[C:10]=13)=[CH:6][CH:5]=[N:4]2.P(Cl)(Cl)(Cl)=O. (2) The reactants are: [OH:1][CH2:2][C:3]1[N:4]=[C:5]([N:8]2[CH2:11][CH:10]([OH:12])[CH2:9]2)[S:6][CH:7]=1.[Si:13](Cl)([C:16]([CH3:19])([CH3:18])[CH3:17])([CH3:15])[CH3:14].N1C=CN=C1.CO. Given the product [Si:13]([O:1][CH2:2][C:3]1[N:4]=[C:5]([N:8]2[CH2:11][CH:10]([OH:12])[CH2:9]2)[S:6][CH:7]=1)([C:16]([CH3:19])([CH3:18])[CH3:17])([CH3:15])[CH3:14], predict the reactants needed to synthesize it. (3) Given the product [N:14]1([C@H:10]2[C@H:11]([OH:13])[CH2:12][NH:8][CH2:9]2)[CH2:15][CH2:16][CH2:17][CH2:18]1, predict the reactants needed to synthesize it. The reactants are: C(OC([N:8]1[CH2:12][CH:11]([OH:13])[CH:10]([N:14]2[CH2:18][CH2:17][CH2:16][CH2:15]2)[CH2:9]1)=O)(C)(C)C.FC(F)(F)C(O)=O. (4) Given the product [CH3:1][S:2]([CH2:3][CH2:4][N:5]1[C:9]2[CH:10]=[CH:11][CH:12]=[CH:13][C:8]=2[N:7]=[C:6]1[CH2:14][N:15]1[C:19]2[CH:20]=[CH:21][CH:22]=[CH:23][C:18]=2[N:17]=[N:16]1)=[O:25], predict the reactants needed to synthesize it. The reactants are: [CH3:1][S:2][CH2:3][CH2:4][N:5]1[C:9]2[CH:10]=[CH:11][CH:12]=[CH:13][C:8]=2[N:7]=[C:6]1[CH2:14][N:15]1[C:19]2[CH:20]=[CH:21][CH:22]=[CH:23][C:18]=2[N:17]=[N:16]1.B1([O-])O[O:25]1.O.O.O.O.[Na+]. (5) The reactants are: [N+:1]([C:4]1[CH:9]=[CH:8][C:7]([N:10]2[CH2:15][CH2:14][NH:13][CH2:12][CH2:11]2)=[CH:6][CH:5]=1)([O-])=O.Br[CH2:17][CH2:18][CH2:19][C:20]#[N:21].C(=O)([O-])[O-:23].[K+].[K+]. Given the product [NH2:1][C:4]1[CH:9]=[CH:8][C:7]([N:10]2[CH2:15][CH2:14][N:13]([CH2:17][CH2:18][CH2:19][C:20]([NH2:21])=[O:23])[CH2:12][CH2:11]2)=[CH:6][CH:5]=1, predict the reactants needed to synthesize it.